This data is from Reaction yield outcomes from USPTO patents with 853,638 reactions. The task is: Predict the reaction yield, written as a fraction of the theoretical maximum amount of product (1.0 means a 100% yield; for example, 0.34 means a 34% yield). (1) The reactants are [OH:1][C@@H:2]([C@@H:18]1[CH2:22][O:21]C(C)(C)[N:19]1[C:25]([O:27][C:28]([CH3:31])([CH3:30])[CH3:29])=[O:26])[C:3]#[C:4][CH2:5][CH2:6][CH2:7][CH2:8][CH2:9][CH2:10][CH2:11][CH2:12][CH2:13][CH2:14][CH2:15][CH2:16][CH3:17].C1(C)C=CC(S(O)(=O)=O)=CC=1.C(=O)([O-])O.[Na+]. The catalyst is CO. The product is [OH:21][CH2:22][C@H:18]([NH:19][C:25](=[O:26])[O:27][C:28]([CH3:31])([CH3:30])[CH3:29])[C@H:2]([OH:1])[C:3]#[C:4][CH2:5][CH2:6][CH2:7][CH2:8][CH2:9][CH2:10][CH2:11][CH2:12][CH2:13][CH2:14][CH2:15][CH2:16][CH3:17]. The yield is 0.930. (2) The reactants are [Br:1][C:2]1[C:3]([N:17]2[CH2:22][CH2:21][CH2:20][C@@H:19]([NH:23]C(=O)OC(C)(C)C)[CH2:18]2)=[C:4]2[C:10]([NH:11][C:12]([NH:14][CH2:15][CH3:16])=[O:13])=[CH:9][NH:8][C:5]2=[N:6][CH:7]=1.C(O)(C(F)(F)F)=O.C(Cl)[Cl:39]. No catalyst specified. The product is [ClH:39].[NH2:23][C@@H:19]1[CH2:20][CH2:21][CH2:22][N:17]([C:3]2[C:2]([Br:1])=[CH:7][N:6]=[C:5]3[NH:8][CH:9]=[C:10]([NH:11][C:12]([NH:14][CH2:15][CH3:16])=[O:13])[C:4]=23)[CH2:18]1. The yield is 0.815. (3) The reactants are [CH2:1]([N:8]1[CH2:13][CH2:12][CH:11]([N:14]2[CH2:18][CH2:17][N:16]([CH2:19][CH2:20][CH2:21]Br)[C:15]2=[C:23]([C:26]#[N:27])[C:24]#[N:25])[CH2:10][CH2:9]1)[C:2]1[CH:7]=[CH:6][CH:5]=[CH:4][CH:3]=1.[I-].[K+].C(=O)([O-])[O-].[K+].[K+].[CH3:36][CH:37]1[CH2:41][CH2:40][CH2:39][NH:38]1. The catalyst is O1CCOCC1.[Cl-].[Na+].O. The product is [CH2:1]([N:8]1[CH2:13][CH2:12][CH:11]([N:14]2[CH2:18][CH2:17][N:16]([CH2:19][CH2:20][CH2:21][N:38]3[CH2:39][CH2:40][CH2:41][CH:37]3[CH3:36])[C:15]2=[C:23]([C:26]#[N:27])[C:24]#[N:25])[CH2:10][CH2:9]1)[C:2]1[CH:7]=[CH:6][CH:5]=[CH:4][CH:3]=1. The yield is 0.472. (4) The reactants are C(OP([CH2:9][C:10]([N:12]([CH2:21][C:22]([C:24]1([C:27]([O:29][CH2:30][CH3:31])=[O:28])[CH2:26][CH2:25]1)=O)[C@H:13]([C:15]1[CH:20]=[CH:19][CH:18]=[CH:17][CH:16]=1)[CH3:14])=[O:11])(OCC)=O)C.C(O[K])(C)(C)C.C(O)(=O)CC(CC(O)=O)(C(O)=O)O.C(OCC)(=O)C. The catalyst is C1(C)C=CC=CC=1. The product is [CH2:30]([O:29][C:27]([C:24]1([C:22]2[CH2:21][N:12]([C@H:13]([C:15]3[CH:20]=[CH:19][CH:18]=[CH:17][CH:16]=3)[CH3:14])[C:10](=[O:11])[CH:9]=2)[CH2:26][CH2:25]1)=[O:28])[CH3:31]. The yield is 0.730. (5) The reactants are [CH3:1][C:2]1([CH3:14])[C:6]([CH3:8])([CH3:7])[O:5][B:4]([C:9]2[CH:10]=[N:11][NH:12][CH:13]=2)[O:3]1.C(=O)([O-])[O-].[Cs+].[Cs+].[CH3:21][C:22]1([CH3:25])[CH2:24][O:23]1. No catalyst specified. The product is [CH3:21][C:22]([OH:23])([CH3:25])[CH2:24][N:12]1[CH:13]=[C:9]([B:4]2[O:5][C:6]([CH3:7])([CH3:8])[C:2]([CH3:14])([CH3:1])[O:3]2)[CH:10]=[N:11]1. The yield is 0.900. (6) The reactants are [O:1]=[C:2]1[C:11]2[CH:10]=[CH:9][CH:8]=[C:7]3[NH:12][CH:13]([C:21]4[CH:28]=[CH:27][C:24]([CH:25]=O)=[CH:23][CH:22]=4)[CH:14]([C:15]4[CH:20]=[CH:19][CH:18]=[CH:17][CH:16]=4)[C:5]([C:6]=23)=[N:4][NH:3]1.C(O)(=O)C.[CH2:33]([N:35]1[CH2:40][CH2:39][NH:38][CH2:37][CH2:36]1)[CH3:34]. The catalyst is ClCCl. The product is [CH2:33]([N:35]1[CH2:40][CH2:39][N:38]([CH2:25][C:24]2[CH:23]=[CH:22][C:21]([CH:13]3[NH:12][C:7]4[C:6]5[C:5](=[N:4][NH:3][C:2](=[O:1])[C:11]=5[CH:10]=[CH:9][CH:8]=4)[CH:14]3[C:15]3[CH:20]=[CH:19][CH:18]=[CH:17][CH:16]=3)=[CH:28][CH:27]=2)[CH2:37][CH2:36]1)[CH3:34]. The yield is 0.470. (7) The reactants are [OH-].[Na+].C1(C)C=CC(S(NN=[C:14]([C:23]2[CH:28]=[CH:27][CH:26]=[CH:25][CH:24]=2)[C:15]([N:17]2[CH2:22][CH2:21][CH2:20][CH2:19][CH2:18]2)=[O:16])(=O)=O)=CC=1. The catalyst is [Cl-].C([N+](CCCCCCCC)(CCCCCCCC)C)CCCCCCC.C1(C)C=CC=CC=1. The product is [C:23]1([CH:14]2[C:15](=[O:16])[N:17]3[CH:18]2[CH2:19][CH2:20][CH2:21][CH2:22]3)[CH:24]=[CH:25][CH:26]=[CH:27][CH:28]=1. The yield is 1.00. (8) The reactants are Cl[CH2:2][C@H:3]([C:5]1[CH:10]=[CH:9][C:8]([F:11])=[C:7]([F:12])[CH:6]=1)[OH:4].C1(C)C=CC=CC=1.[OH-].[Na+]. The catalyst is O. The product is [F:12][C:7]1[CH:6]=[C:5]([C@H:3]2[CH2:2][O:4]2)[CH:10]=[CH:9][C:8]=1[F:11]. The yield is 0.960. (9) The reactants are Br[C:2]1[CH:3]=[CH:4][C:5]([O:8][CH3:9])=[N:6][CH:7]=1.[C:10](=[N:23][NH2:24])([C:17]1[CH:22]=[CH:21][CH:20]=[CH:19][CH:18]=1)[C:11]1[CH:16]=[CH:15][CH:14]=[CH:13][CH:12]=1.CC(C)([O-])C.[Na+]. The catalyst is C1(C)C=CC=CC=1.C1C=CC(/C=C/C(/C=C/C2C=CC=CC=2)=O)=CC=1.C1C=CC(/C=C/C(/C=C/C2C=CC=CC=2)=O)=CC=1.C1C=CC(/C=C/C(/C=C/C2C=CC=CC=2)=O)=CC=1.[Pd].[Pd]. The product is [C:11]1([C:10]([C:17]2[CH:22]=[CH:21][CH:20]=[CH:19][CH:18]=2)=[N:23][NH:24][C:2]2[CH:3]=[CH:4][C:5]([O:8][CH3:9])=[N:6][CH:7]=2)[CH:12]=[CH:13][CH:14]=[CH:15][CH:16]=1. The yield is 0.680.